From a dataset of Full USPTO retrosynthesis dataset with 1.9M reactions from patents (1976-2016). Predict the reactants needed to synthesize the given product. (1) Given the product [CH:1]1[C:13]2[CH:12]([CH2:14][O:15][C:16]([N:18]3[CH2:23][CH2:22][O:21][CH2:20][C@H:19]3[C:24](=[O:25])[NH:64][CH2:63][C:57]3[CH:58]=[C:59]([Cl:62])[CH:60]=[CH:61][C:56]=3[CH2:55][NH:54][C:53]([O:52][C:48]([CH3:51])([CH3:49])[CH3:50])=[O:65])=[O:17])[C:11]3[C:6](=[CH:7][CH:8]=[CH:9][CH:10]=3)[C:5]=2[CH:4]=[CH:3][CH:2]=1, predict the reactants needed to synthesize it. The reactants are: [CH:1]1[C:13]2[CH:12]([CH2:14][O:15][C:16]([N:18]3[CH2:23][CH2:22][O:21][CH2:20][C@H:19]3[C:24](O)=[O:25])=[O:17])[C:11]3[C:6](=[CH:7][CH:8]=[CH:9][CH:10]=3)[C:5]=2[CH:4]=[CH:3][CH:2]=1.CCN=C=NCCCN(C)C.C1C=CC2N(O)N=NC=2C=1.[C:48]([O:52][C:53](=[O:65])[NH:54][CH2:55][C:56]1[CH:61]=[CH:60][C:59]([Cl:62])=[CH:58][C:57]=1[CH2:63][NH2:64])([CH3:51])([CH3:50])[CH3:49]. (2) Given the product [CH3:1][C:2]([CH3:24])([CH3:23])[C:3]([O:5][NH:6][S:7]([C:10]1[CH:11]=[N:12][CH:13]=[CH:14][CH:15]=1)(=[O:8])=[O:9])=[O:4], predict the reactants needed to synthesize it. The reactants are: [CH3:1][C:2]([CH3:24])([CH3:23])[C:3]([O:5][N:6](C(OC(C)(C)C)=O)[S:7]([C:10]1[CH:11]=[N:12][CH:13]=[CH:14][CH:15]=1)(=[O:9])=[O:8])=[O:4].C(O)(C(F)(F)F)=O.